Dataset: Catalyst prediction with 721,799 reactions and 888 catalyst types from USPTO. Task: Predict which catalyst facilitates the given reaction. (1) Reactant: [Cl-].[CH3:2][O:3]C[P+](C1C=CC=CC=1)(C1C=CC=CC=1)C1C=CC=CC=1.[CH3:24][C:25]([C:36]1[CH:37]=[N:38][CH:39]=[CH:40][CH:41]=1)([CH2:28][C:29]1[CH:34]=[CH:33][C:32]([CH3:35])=[CH:31][CH:30]=1)[CH:26]=O. Product: [CH3:24][C:25]([C:36]1[CH:37]=[N:38][CH:39]=[CH:40][CH:41]=1)([CH2:28][C:29]1[CH:34]=[CH:33][C:32]([CH3:35])=[CH:31][CH:30]=1)[CH2:26][CH:2]=[O:3]. The catalyst class is: 1. (2) Reactant: [Cl:1][C:2]1[CH:37]=[CH:36][C:5]([CH2:6][N:7]2[C:15]3[C:14](=[O:16])[N:13]([CH2:17][S:18]([NH2:21])(=[O:20])=[O:19])[C:12](=[O:22])[N:11]([CH3:23])[C:10]=3[N:9]=[C:8]2[O:24][C:25]2[CH:30]=[CH:29][CH:28]=[C:27]([O:31][C:32]([F:35])([F:34])[F:33])[CH:26]=2)=[CH:4][CH:3]=1.IC.[C:40](=O)([O-])[O-].[K+].[K+]. Product: [Cl:1][C:2]1[CH:3]=[CH:4][C:5]([CH2:6][N:7]2[C:15]3[C:14](=[O:16])[N:13]([CH2:17][S:18]([NH:21][CH3:40])(=[O:20])=[O:19])[C:12](=[O:22])[N:11]([CH3:23])[C:10]=3[N:9]=[C:8]2[O:24][C:25]2[CH:30]=[CH:29][CH:28]=[C:27]([O:31][C:32]([F:34])([F:33])[F:35])[CH:26]=2)=[CH:36][CH:37]=1. The catalyst class is: 3. (3) Reactant: [NH2:1][CH2:2][C@H:3]1[O:7][C:6](=[O:8])[N:5]([C:9]2[CH:10]=[CH:11][C:12]3[S:17][CH2:16][C:15](=[O:18])[NH:14][C:13]=3[CH:19]=2)[CH2:4]1.[CH:20]([C:22]1[CH:31]=[CH:30][C:29]2[C:24](=[CH:25][CH:26]=[CH:27][CH:28]=2)[N:23]=1)=[CH2:21].CC(O)=O. Product: [O:8]=[C:6]1[N:5]([C:9]2[CH:10]=[CH:11][C:12]3[S:17][CH2:16][C:15](=[O:18])[NH:14][C:13]=3[CH:19]=2)[CH2:4][C@@H:3]([CH2:2][NH:1][CH2:21][CH2:20][C:22]2[CH:31]=[CH:30][C:29]3[C:24](=[CH:25][CH:26]=[CH:27][CH:28]=3)[N:23]=2)[O:7]1. The catalyst class is: 5. (4) Reactant: CS(O[CH2:6][C@@H:7]1[O:11][C:10](=[O:12])[N:9]([C:13]2[CH:18]=[CH:17][C:16]([I:19])=[CH:15][CH:14]=2)[CH2:8]1)(=O)=O.[N-:20]=[N+:21]=[N-:22].[Na+]. Product: [N:20]([CH2:6][C@@H:7]1[O:11][C:10](=[O:12])[N:9]([C:13]2[CH:18]=[CH:17][C:16]([I:19])=[CH:15][CH:14]=2)[CH2:8]1)=[N+:21]=[N-:22]. The catalyst class is: 566. (5) Reactant: [CH3:1][O:2][C:3](=[O:12])[C:4]([C:10]#[N:11])=[CH:5][CH2:6][CH:7]([CH3:9])[CH3:8].[N+]([CH3:16])([O-])=O. Product: [CH3:1][O:2][C:3]([C:4]1([C:10]#[N:11])[CH2:16][CH:5]1[CH2:6][CH:7]([CH3:9])[CH3:8])=[O:12]. The catalyst class is: 10. (6) Reactant: [CH:1]1[C:10]2[C:5](=[CH:6][CH:7]=[C:8]([C:11]([OH:13])=O)[CH:9]=2)[CH:4]=[CH:3][N:2]=1.C(N(CC)C(C)C)(C)C.CN(C(ON1N=NC2C=CC=CC1=2)=[N+](C)C)C.F[P-](F)(F)(F)(F)F.[NH2:47][C@@H:48]([CH2:62][C:63]1[CH:68]=[C:67]([F:69])[CH:66]=[C:65]([F:70])[CH:64]=1)[C@H:49]([OH:61])[CH2:50][NH:51][CH2:52][C:53]1[CH:58]=[CH:57][CH:56]=[C:55]([CH2:59][CH3:60])[CH:54]=1. Product: [F:69][C:67]1[CH:68]=[C:63]([CH:64]=[C:65]([F:70])[CH:66]=1)[CH2:62][C@H:48]([NH:47][C:11]([C:8]1[CH:9]=[C:10]2[C:5]([CH:4]=[CH:3][N:2]=[CH:1]2)=[CH:6][CH:7]=1)=[O:13])[C@H:49]([OH:61])[CH2:50][NH:51][CH2:52][C:53]1[CH:58]=[CH:57][CH:56]=[C:55]([CH2:59][CH3:60])[CH:54]=1. The catalyst class is: 2. (7) Reactant: [F:1][C:2]1[CH:3]=[C:4]([N+:18]([O-])=O)[CH:5]=[CH:6][C:7]=1[N:8]1[CH2:13][CH2:12][N:11]([CH2:14][CH2:15][F:16])[C:10](=[O:17])[CH2:9]1. Product: [NH2:18][C:4]1[CH:5]=[CH:6][C:7]([N:8]2[CH2:13][CH2:12][N:11]([CH2:14][CH2:15][F:16])[C:10](=[O:17])[CH2:9]2)=[C:2]([F:1])[CH:3]=1. The catalyst class is: 399.